Dataset: Forward reaction prediction with 1.9M reactions from USPTO patents (1976-2016). Task: Predict the product of the given reaction. Given the reactants [F:1][C:2]1[CH:10]=[CH:9][C:5]([C:6]([OH:8])=O)=[C:4]([SH:11])[CH:3]=1.[C:12]([C:14]1[CH:19]=[CH:18][CH:17]=[CH:16][N:15]=1)#[N:13], predict the reaction product. The product is: [F:1][C:2]1[CH:10]=[CH:9][C:5]2[C:6](=[O:8])[N:13]=[C:12]([C:14]3[CH:19]=[CH:18][CH:17]=[CH:16][N:15]=3)[S:11][C:4]=2[CH:3]=1.